Task: Binary Classification. Given a T-cell receptor sequence (or CDR3 region) and an epitope sequence, predict whether binding occurs between them.. Dataset: TCR-epitope binding with 47,182 pairs between 192 epitopes and 23,139 TCRs (1) The epitope is SEPVLKGVKL. The TCR CDR3 sequence is CASSFERGPNTGELFF. Result: 0 (the TCR does not bind to the epitope). (2) The epitope is KPLEFGATSAAL. The TCR CDR3 sequence is CASSSGQGDQPQHF. Result: 1 (the TCR binds to the epitope). (3) Result: 1 (the TCR binds to the epitope). The TCR CDR3 sequence is CATSTTFQTDYAEPYGYTF. The epitope is CINGVCWTV. (4) The epitope is YIFFASFYY. The TCR CDR3 sequence is CASSYSLDSSYEQYF. Result: 0 (the TCR does not bind to the epitope). (5) Result: 1 (the TCR binds to the epitope). The epitope is RQLLFVVEV. The TCR CDR3 sequence is CASSLARAPPLDTQYF. (6) The epitope is FTISVTTEIL. The TCR CDR3 sequence is CASSYLTGESGNTIYF. Result: 1 (the TCR binds to the epitope). (7) The epitope is TSDLATNNLVVMAY. The TCR CDR3 sequence is CASSVDLKAGEEGEQFF. Result: 0 (the TCR does not bind to the epitope). (8) The epitope is TPINLVRDL. The TCR CDR3 sequence is CARSPAITLHF. Result: 1 (the TCR binds to the epitope).